From a dataset of Full USPTO retrosynthesis dataset with 1.9M reactions from patents (1976-2016). Predict the reactants needed to synthesize the given product. (1) Given the product [CH:44]1([N:41]2[CH2:42][CH2:43][C:36]3([CH2:35][N:34]([C:31]4[N:32]=[CH:33][C:28]([C:10]5[CH:11]=[N:12][CH:13]=[CH:14][CH:7]=5)=[CH:29][CH:30]=4)[CH2:38][CH2:37]3)[CH2:39][CH2:40]2)[CH2:47][CH2:46][CH2:45]1, predict the reactants needed to synthesize it. The reactants are: C1(N2CC[C:7]3([CH2:14][CH2:13][N:12](C4N=CC(C5C=CN=CC=5)=CC=4)[CH2:11][CH2:10]3)C2)CCC1.Br[C:28]1[CH:29]=[CH:30][C:31]([N:34]2[CH2:38][CH2:37][C:36]3([CH2:43][CH2:42][N:41]([CH:44]4[CH2:47][CH2:46][CH2:45]4)[CH2:40][CH2:39]3)[CH2:35]2)=[N:32][CH:33]=1.N1C=CC=C(B(O)O)C=1. (2) Given the product [Cl:37][C:33]1[CH:32]=[CH:31][CH:30]=[C:29]2[C:34]=1[CH2:35][CH2:36][NH:27][C:28]2=[O:38], predict the reactants needed to synthesize it. The reactants are: FC(F)(F)S(O)(=O)=O.NC1N=C(C)C(CNC(=O)C2C=CN=C(C[N:27]3[CH:36]=[CH:35][C:34]4[C:29](=[CH:30][CH:31]=[CH:32][C:33]=4[Cl:37])[C:28]3=[O:38])C=2)=C(C)C=1. (3) Given the product [CH3:28][C:27]1[C:26]([C:29]2[CH:30]=[CH:31][C:32]([C:35]([F:38])([F:36])[F:37])=[CH:33][CH:34]=2)=[CH:25][S:24][C:23]=1[CH2:21][OH:22], predict the reactants needed to synthesize it. The reactants are: C([Li])CCC.[H-].C([Al+]CC(C)C)C(C)C.C(N(C)[C:21]([C:23]1[S:24][CH:25]=[C:26]([C:29]2[CH:34]=[CH:33][C:32]([C:35]([F:38])([F:37])[F:36])=[CH:31][CH:30]=2)[C:27]=1[CH3:28])=[O:22])(C)(C)C.[BH4-].[Na+]. (4) Given the product [ClH:1].[CH3:38][N:37]([CH3:39])[C:31]1[N:32]=[C:33]([CH2:35][CH3:36])[N:34]=[C:29]([NH:9][C@@H:10]2[CH2:11][CH2:12][C@H:13]([NH:16][C:17](=[O:27])[C:18]3[CH:23]=[C:22]([F:24])[C:21]([F:25])=[C:20]([F:26])[CH:19]=3)[CH2:14][CH2:15]2)[CH:30]=1, predict the reactants needed to synthesize it. The reactants are: [Cl:1]C1N=C(C)N=C([NH:9][C@@H:10]2[CH2:15][CH2:14][C@H:13]([NH:16][C:17](=[O:27])[C:18]3[CH:23]=[C:22]([F:24])[C:21]([F:25])=[C:20]([F:26])[CH:19]=3)[CH2:12][CH2:11]2)C=1.Cl[C:29]1[N:34]=[C:33]([CH2:35][CH3:36])[N:32]=[C:31]([N:37]([CH3:39])[CH3:38])[CH:30]=1.